Dataset: Forward reaction prediction with 1.9M reactions from USPTO patents (1976-2016). Task: Predict the product of the given reaction. (1) The product is: [F:1][C:2]([F:7])([F:6])[C:3]([OH:5])=[O:4].[F:1][C:2]([F:7])([F:6])[C:3]([OH:5])=[O:4].[NH:27]1[CH:31]=[C:30]([CH2:32][CH2:33][CH2:34][NH2:35])[N:29]=[CH:28]1. Given the reactants [F:1][C:2]([F:7])([F:6])[C:3]([OH:5])=[O:4].C([N:27]1[CH:31]=[C:30]([CH2:32][CH2:33][CH2:34][NH2:35])[N:29]=[CH:28]1)(C1C=CC=CC=1)(C1C=CC=CC=1)C1C=CC=CC=1, predict the reaction product. (2) The product is: [F:1][C:2]1[CH:3]=[C:4]([CH:8]2[CH2:10][CH:9]2[C:11]([OH:13])=[O:12])[CH:5]=[CH:6][CH:7]=1. Given the reactants [F:1][C:2]1[CH:3]=[C:4]([CH:8]2[CH2:10][CH:9]2[C:11]([O:13]C)=[O:12])[CH:5]=[CH:6][CH:7]=1.[OH-].[Na+], predict the reaction product.